Task: Predict the reactants needed to synthesize the given product.. Dataset: Full USPTO retrosynthesis dataset with 1.9M reactions from patents (1976-2016) Given the product [CH3:49][N:48]([CH3:50])[CH:45]1[CH2:46][CH2:47][N:42]([C:10]2[C:11]3[C:12](=[N:13][CH:14]=[CH:15][C:16]=3[O:17][C:18]3[CH:23]=[CH:22][C:21]([NH:24][C:25]([C:27]45[CH2:32][CH:31]4[CH2:30][N:29]([C:33]4[CH:34]=[CH:35][C:36]([F:39])=[CH:37][CH:38]=4)[C:28]5=[O:40])=[O:26])=[CH:20][C:19]=3[F:41])[NH:8][N:9]=2)[CH2:43][CH2:44]1, predict the reactants needed to synthesize it. The reactants are: COC1C=CC(C[N:8]2[C:12]3=[N:13][CH:14]=[CH:15][C:16]([O:17][C:18]4[CH:23]=[CH:22][C:21]([NH:24][C:25]([C:27]56[CH2:32][CH:31]5[CH2:30][N:29]([C:33]5[CH:38]=[CH:37][C:36]([F:39])=[CH:35][CH:34]=5)[C:28]6=[O:40])=[O:26])=[CH:20][C:19]=4[F:41])=[C:11]3[C:10]([N:42]3[CH2:47][CH2:46][CH:45]([N:48]([CH3:50])[CH3:49])[CH2:44][CH2:43]3)=[N:9]2)=CC=1.